From a dataset of Forward reaction prediction with 1.9M reactions from USPTO patents (1976-2016). Predict the product of the given reaction. Given the reactants [CH2:1]([O:8][C:9]1[C:10]([C:29]([N:31]([CH2:38][CH2:39]O)[CH:32]([CH3:37])[C:33]([F:36])([F:35])[F:34])=[O:30])=[N:11][C:12]([CH2:16][C:17]2([C:22]3[CH:27]=[CH:26][C:25]([Cl:28])=[CH:24][CH:23]=3)[CH2:21][CH2:20][CH2:19][CH2:18]2)=[N:13][C:14]=1[OH:15])[C:2]1[CH:7]=[CH:6][CH:5]=[CH:4][CH:3]=1.C1(P(C2C=CC=CC=2)C2C=CC=CC=2)C=CC=CC=1.N(C(OC(C)C)=O)=NC(OC(C)C)=O, predict the reaction product. The product is: [CH2:1]([O:8][C:9]1[C:14](=[O:15])[N:13]=[C:12]([CH2:16][C:17]2([C:22]3[CH:23]=[CH:24][C:25]([Cl:28])=[CH:26][CH:27]=3)[CH2:21][CH2:20][CH2:19][CH2:18]2)[N:11]2[CH2:39][CH2:38][N:31]([CH:32]([CH3:37])[C:33]([F:35])([F:34])[F:36])[C:29](=[O:30])[C:10]=12)[C:2]1[CH:7]=[CH:6][CH:5]=[CH:4][CH:3]=1.